From a dataset of Full USPTO retrosynthesis dataset with 1.9M reactions from patents (1976-2016). Predict the reactants needed to synthesize the given product. (1) Given the product [F:15][C:16]([F:27])([F:26])[C:17]([NH:1][C:2]1[CH:7]=[CH:6][CH:5]=[CH:4][C:3]=1[CH3:8])=[O:18], predict the reactants needed to synthesize it. The reactants are: [NH2:1][C:2]1[C:3]([CH3:8])=[CH:4][CH:5]=[CH:6][CH:7]=1.N1C=CC=CC=1.[F:15][C:16]([F:27])([F:26])[C:17](O[C:17](=[O:18])[C:16]([F:27])([F:26])[F:15])=[O:18]. (2) Given the product [CH3:26][C:20]1[C:21]([CH3:25])=[CH:22][CH:23]=[CH:24][C:19]=1[C:17]1[N:16]=[C:15]([NH2:27])[N:14]=[C:13]([NH:11][CH2:10][CH2:9][C:6]2[CH:7]=[CH:8][C:3]([O:2][CH3:1])=[CH:4][CH:5]=2)[CH:18]=1, predict the reactants needed to synthesize it. The reactants are: [CH3:1][O:2][C:3]1[CH:8]=[CH:7][C:6]([CH2:9][CH2:10][NH2:11])=[CH:5][CH:4]=1.Cl[C:13]1[CH:18]=[C:17]([C:19]2[CH:24]=[CH:23][CH:22]=[C:21]([CH3:25])[C:20]=2[CH3:26])[N:16]=[C:15]([NH2:27])[N:14]=1.